From a dataset of Full USPTO retrosynthesis dataset with 1.9M reactions from patents (1976-2016). Predict the reactants needed to synthesize the given product. (1) Given the product [C:17]([O:20][C:21]1[CH:26]=[CH:25][C:24]([Cl:27])=[CH:23][C:22]=1[C@H:28]1[C@H:29]([C:30]2[CH:35]=[CH:34][CH:33]=[CH:32][C:31]=2[Br:36])[CH2:9][N:8]([CH2:1][C:2]2[CH:3]=[CH:4][CH:5]=[CH:6][CH:7]=2)[CH2:14]1)(=[O:19])[CH3:18], predict the reactants needed to synthesize it. The reactants are: [CH2:1]([N:8]([CH2:14]OC)[CH2:9][Si](C)(C)C)[C:2]1[CH:7]=[CH:6][CH:5]=[CH:4][CH:3]=1.[C:17]([O:20][C:21]1[CH:26]=[CH:25][C:24]([Cl:27])=[CH:23][C:22]=1/[CH:28]=[CH:29]/[C:30]1[CH:35]=[CH:34][CH:33]=[CH:32][C:31]=1[Br:36])(=[O:19])[CH3:18].O. (2) Given the product [N:1]1([CH2:6][C:7]2[CH:12]=[CH:11][C:10]([CH2:13][C:14]3[NH:25][C:19]4[C:20](=[N:21][CH:22]=[N:23][C:18]=4[Cl:17])[N:24]=3)=[CH:9][CH:8]=2)[CH:5]=[CH:4][CH:3]=[N:2]1, predict the reactants needed to synthesize it. The reactants are: [N:1]1([CH2:6][C:7]2[CH:12]=[CH:11][C:10]([CH2:13][C:14](O)=O)=[CH:9][CH:8]=2)[CH:5]=[CH:4][CH:3]=[N:2]1.[Cl:17][C:18]1[N:23]=[CH:22][N:21]=[C:20]([NH2:24])[C:19]=1[NH2:25]. (3) Given the product [ClH:1].[CH3:27][C:19](=[CH:20][C:21]1[CH:26]=[CH:25][CH:24]=[CH:23][CH:22]=1)[CH2:18][N:15]1[CH:8]=[C:7]([CH2:6][CH2:5][CH2:4][CH2:3][CH2:2][C:9]2[N:10]=[C:11]([NH2:14])[NH:12][CH:13]=2)[N:17]=[N:16]1, predict the reactants needed to synthesize it. The reactants are: [ClH:1].[CH2:2]([C:9]1[N:10]=[C:11]([NH2:14])[NH:12][CH:13]=1)[CH2:3][CH2:4][CH2:5][CH2:6][C:7]#[CH:8].[N:15]([CH2:18][C:19]([CH3:27])=[CH:20][C:21]1[CH:26]=[CH:25][CH:24]=[CH:23][CH:22]=1)=[N+:16]=[N-:17]. (4) Given the product [F:8][C:6]1[CH:5]=[C:4]([CH:3]=[C:2]([F:1])[CH:7]=1)[CH2:9][C@H:10]([NH:14][C:15](=[O:24])[C:44]1[CH:48]=[C:49]([CH3:51])[CH:50]=[C:42]([C:40]([N:39]([CH2:36][CH2:37][CH3:38])[CH2:53][CH2:54][CH3:55])=[O:41])[CH:43]=1)[C@H:11]([OH:12])[CH2:13][NH:14][CH2:10][CH2:11][O:12][C:29]1[CH:30]=[CH:31][CH:32]=[CH:33][CH:34]=1, predict the reactants needed to synthesize it. The reactants are: [F:1][C:2]1[CH:3]=[C:4]([CH2:9][C@H:10]([NH:14][C:15](=[O:24])OCC2C=CC=CC=2)[C@H:11]2[CH2:13][O:12]2)[CH:5]=[C:6]([F:8])[CH:7]=1.C1(N)[C:34]2[C:29](=[CH:30][CH:31]=[CH:32][CH:33]=2)CCC1.[CH2:36]([N:39]([CH2:53][CH2:54][CH3:55])[C:40]([C:42]1[CH:43]=[C:44]([CH:48]=[C:49]([CH2:51]C)[CH:50]=1)C(O)=O)=[O:41])[CH2:37][CH3:38]. (5) Given the product [C:56]([O:55][C:53]([N:45]1[CH2:42][CH2:43][C@@H:44]([O:25][C:22]2[CH:23]=[CH:24][C:19]([I:18])=[CH:20][CH:21]=2)[CH2:39]1)=[O:54])([CH3:58])([CH3:1])[CH3:57], predict the reactants needed to synthesize it. The reactants are: [C:1](N1CCC(O)[C@@H]1C(OCCCC)=O)(C)(C)C.[I:18][C:19]1[CH:24]=[CH:23][C:22]([OH:25])=[CH:21][CH:20]=1.[C:43]1(P([C:39]2[CH:44]=[CH:43][CH:42]=CC=2)[C:43]2[CH:42]=CC=[CH:39][CH:44]=2)[CH:42]=CC=[CH:39][CH:44]=1.[N+:45]([C:53]([O:55][CH:56]([CH3:58])[CH3:57])=[O:54])([C:53]([O:55][CH:56]([CH3:58])[CH3:57])=[O:54])=[N-:45]. (6) Given the product [F:12][C:8]1[CH:7]=[C:6]2[C:11]([C:2]([NH:20][C:21]3[CH:22]=[C:23]([CH:28]=[C:29]([N:31]4[CH2:32][CH2:33][O:34][CH2:35][CH2:36]4)[CH:30]=3)[C:24]([O:26][CH3:27])=[O:25])=[C:3]([CH3:19])[C:4]([C:13]3[CH:18]=[CH:17][CH:16]=[CH:15][N:14]=3)=[N:5]2)=[CH:10][CH:9]=1, predict the reactants needed to synthesize it. The reactants are: Cl[C:2]1[C:11]2[C:6](=[CH:7][C:8]([F:12])=[CH:9][CH:10]=2)[N:5]=[C:4]([C:13]2[CH:18]=[CH:17][CH:16]=[CH:15][N:14]=2)[C:3]=1[CH3:19].[NH2:20][C:21]1[CH:22]=[C:23]([CH:28]=[C:29]([N:31]2[CH2:36][CH2:35][O:34][CH2:33][CH2:32]2)[CH:30]=1)[C:24]([O:26][CH3:27])=[O:25].CC(C1C=C(C(C)C)C(C2C=CC=CC=2P(C2CCCCC2)C2CCCCC2)=C(C(C)C)C=1)C.CC(C)([O-])C.[Na+]. (7) Given the product [CH:1]1([CH:7]([N:62]2[CH:66]=[CH:65][CH:64]=[N:63]2)[CH2:8][CH:9]=[O:10])[CH2:6][CH2:5][CH2:4][CH2:3][CH2:2]1, predict the reactants needed to synthesize it. The reactants are: [CH:1]1(/[CH:7]=[CH:8]/[CH:9]=[O:10])[CH2:6][CH2:5][CH2:4][CH2:3][CH2:2]1.FC(F)(F)C1C=C(C(C2C=C(C(F)(F)F)C=C(C(F)(F)F)C=2)(O[Si](C)(C)C)C2CCCN2)C=C(C(F)(F)F)C=1.[N+](C1C=CC(C(O)=O)=CC=1)([O-])=O.[NH:62]1[CH:66]=[CH:65][CH:64]=[N:63]1. (8) The reactants are: [CH3:1][O:2][CH2:3][C:4]1[CH:9]=[CH:8][N:7]=[C:6]([C:10]2[CH:15]=[CH:14][N:13]=[C:12]([NH:16][C:17]3[CH:18]=[C:19]4[C:23](=[CH:24][CH:25]=3)[NH:22][C:21]([C:26](O)=[O:27])=[CH:20]4)[N:11]=2)[CH:5]=1.F[B-](F)(F)F.N1(O[C:44](=[N+:48]([CH3:50])[CH3:49])N(C)C)C2C=CC=CC=2N=N1.[CH:51]([N:54](CC)[CH:55](C)C)(C)C. Given the product [CH3:1][O:2][CH2:3][C:4]1[CH:9]=[CH:8][N:7]=[C:6]([C:10]2[CH:15]=[CH:14][N:13]=[C:12]([NH:16][C:17]3[CH:18]=[C:19]4[C:23](=[CH:24][CH:25]=3)[NH:22][C:21]([C:26]([N:54]3[CH2:55][CH2:44][N:48]([CH3:49])[CH2:50][CH2:51]3)=[O:27])=[CH:20]4)[N:11]=2)[CH:5]=1, predict the reactants needed to synthesize it. (9) Given the product [F:1][C:2]1[CH:7]=[CH:6][CH:5]=[CH:4][C:3]=1[CH:8]=[CH:9][C:10]([NH:12][C@H:13]([C:18]([OH:20])=[O:19])[CH2:14][CH:15]([CH3:16])[CH3:17])=[O:11], predict the reactants needed to synthesize it. The reactants are: [F:1][C:2]1[CH:7]=[CH:6][CH:5]=[CH:4][C:3]=1[CH:8]=[CH:9][C:10]([NH:12][C@H:13]([C:18]([O:20]C)=[O:19])[CH2:14][CH:15]([CH3:17])[CH3:16])=[O:11].[OH-].[Na+].